Dataset: Full USPTO retrosynthesis dataset with 1.9M reactions from patents (1976-2016). Task: Predict the reactants needed to synthesize the given product. (1) Given the product [C:13]([OH:16])(=[O:15])[CH3:14].[F:1][C:2]1[CH:3]=[C:4]([CH:9]=[CH:10][C:11]=1[F:12])[C:5](=[NH:6])[NH2:8], predict the reactants needed to synthesize it. The reactants are: [F:1][C:2]1[CH:3]=[C:4]([CH:9]=[CH:10][C:11]=1[F:12])[C:5](=[NH:8])[NH:6]O.[C:13]([O:16]C(=O)C)(=[O:15])[CH3:14]. (2) Given the product [CH3:31][CH:28]1[CH2:27][CH2:26][N:25]([C:11]2[CH:10]=[C:9]([C:3]3([CH2:1][N:32]4[CH2:36][CH2:35][CH2:34][CH2:33]4)[CH2:4][CH2:5][O:6][CH2:7][CH2:8]3)[CH:14]=[CH:13][C:12]=2[NH:15][C:16]([C:18]2[NH:19][CH:20]=[C:21]([C:23]#[N:24])[N:22]=2)=[O:17])[CH2:30][CH2:29]1, predict the reactants needed to synthesize it. The reactants are: [CH:1]([C:3]1([C:9]2[CH:14]=[CH:13][C:12]([NH:15][C:16]([C:18]3[NH:19][CH:20]=[C:21]([C:23]#[N:24])[N:22]=3)=[O:17])=[C:11]([N:25]3[CH2:30][CH2:29][CH:28]([CH3:31])[CH2:27][CH2:26]3)[CH:10]=2)[CH2:8][CH2:7][O:6][CH2:5][CH2:4]1)=O.[NH:32]1[CH2:36][CH2:35][CH2:34][CH2:33]1. (3) Given the product [NH2:1][C:2]1[NH:7][C:6](=[O:8])[C:5]([C:10]([NH:26][CH2:27][CH:28]2[CH2:29][CH2:30][N:31]([CH2:34][CH3:14])[CH2:32][CH2:33]2)=[O:12])=[CH:4][C:3]=1[Cl:13], predict the reactants needed to synthesize it. The reactants are: [NH2:1][C:2]1[N:7]=[C:6]([O:8]C)[C:5]([C:10]([OH:12])=O)=[CH:4][C:3]=1[Cl:13].[C:14](N1C=CN=C1)(N1C=CN=C1)=O.[NH2:26][CH2:27][CH:28]1[CH2:33][CH2:32][N:31]([C:34](OC(C)(C)C)=O)[CH2:30][CH2:29]1.O.